Dataset: Full USPTO retrosynthesis dataset with 1.9M reactions from patents (1976-2016). Task: Predict the reactants needed to synthesize the given product. (1) Given the product [C:12]1([CH3:17])[CH:13]=[CH:14][CH:15]=[CH:16][C:11]=1[C:7]1[C:6]([C:4]([OH:5])=[O:3])=[CH:10][O:9][N:8]=1, predict the reactants needed to synthesize it. The reactants are: C([O:3][C:4]([C:6]1[C:7]([C:11]2[CH:16]=[CH:15][CH:14]=[CH:13][C:12]=2[CH3:17])=[N:8][O:9][CH:10]=1)=[O:5])C.Cl. (2) Given the product [CH3:1][C:2]1([CH3:19])[C:6]2[C:7]([O:11][C:12]3[CH:18]=[CH:17][C:15]([NH:16][C:30](=[O:31])[C@H:28]([NH:27][C:25](=[O:26])[O:24][C:21]([CH3:22])([CH3:20])[CH3:23])[CH3:29])=[CH:14][CH:13]=3)=[CH:8][CH:9]=[CH:10][C:5]=2[O:4][CH2:3]1, predict the reactants needed to synthesize it. The reactants are: [CH3:1][C:2]1([CH3:19])[C:6]2[C:7]([O:11][C:12]3[CH:18]=[CH:17][C:15]([NH2:16])=[CH:14][CH:13]=3)=[CH:8][CH:9]=[CH:10][C:5]=2[O:4][CH2:3]1.[CH3:20][C:21]([O:24][C:25]([NH:27][C@@H:28]([C:30](O)=[O:31])[CH3:29])=[O:26])([CH3:23])[CH3:22].CN(C(ON1N=NC2C=CC=NC1=2)=[N+](C)C)C.F[P-](F)(F)(F)(F)F.CCN(C(C)C)C(C)C. (3) The reactants are: N1C=CC=CC=1.[F:7]N1N=C(F)C=C(F)N1.[CH2:16]([NH:18][C:19]1[N:27]=[C:26]([Cl:28])[CH:25]=[CH:24][C:20]=1[C:21](O)=[O:22])[CH3:17]. Given the product [CH2:16]([NH:18][C:19]1[N:27]=[C:26]([Cl:28])[CH:25]=[CH:24][C:20]=1[C:21]([F:7])=[O:22])[CH3:17], predict the reactants needed to synthesize it. (4) Given the product [CH3:1][O:2][C:3]1[CH:4]=[C:5]([C:11]2[N:33]=[C:31]([NH:30][CH3:29])[S:32][C:12]=2[C:13]2[CH:18]=[CH:17][N:16]=[C:15]([Cl:19])[N:14]=2)[CH:6]=[C:7]([O:9][CH3:10])[CH:8]=1, predict the reactants needed to synthesize it. The reactants are: [CH3:1][O:2][C:3]1[CH:4]=[C:5]([C:11](=O)[CH2:12][C:13]2[CH:18]=[CH:17][N:16]=[C:15]([Cl:19])[N:14]=2)[CH:6]=[C:7]([O:9][CH3:10])[CH:8]=1.C1C(=O)N(Br)C(=O)C1.[CH3:29][NH:30][C:31]([NH2:33])=[S:32]. (5) Given the product [CH2:13]([C:15]1[CH:21]=[CH:20][CH:19]=[CH:18][C:16]=1[N:17]1[CH:25]=[C:26]([CH2:28][CH2:29][CH2:30][CH3:31])[NH:27][C:1]1=[O:2])[CH3:14], predict the reactants needed to synthesize it. The reactants are: [C:1](C1NC=CN=1)(C1NC=CN=1)=[O:2].[CH2:13]([C:15]1[CH:21]=[CH:20][CH:19]=[CH:18][C:16]=1[NH2:17])[CH3:14].CON(C)[C:25](=O)[C@H:26]([CH2:28][CH2:29][CH2:30][CH3:31])[NH2:27]. (6) Given the product [CH2:1]([N:8]1[CH:12]=[C:11]([C:13]([OH:15])=[O:14])[C:10]([O:18][CH2:19][C:20]2[CH:25]=[CH:24][C:23]([O:26][CH2:27][C:28]3[N:29]=[C:30]([C:34]4[CH:39]=[CH:38][CH:37]=[CH:36][CH:35]=4)[O:31][C:32]=3[CH3:33])=[C:22]([O:40][CH3:41])[CH:21]=2)=[N:9]1)[C:2]1[CH:7]=[CH:6][CH:5]=[CH:4][CH:3]=1, predict the reactants needed to synthesize it. The reactants are: [CH2:1]([N:8]1[CH:12]=[C:11]([C:13]([O:15]CC)=[O:14])[C:10]([O:18][CH2:19][C:20]2[CH:25]=[CH:24][C:23]([O:26][CH2:27][C:28]3[N:29]=[C:30]([C:34]4[CH:39]=[CH:38][CH:37]=[CH:36][CH:35]=4)[O:31][C:32]=3[CH3:33])=[C:22]([O:40][CH3:41])[CH:21]=2)=[N:9]1)[C:2]1[CH:7]=[CH:6][CH:5]=[CH:4][CH:3]=1.O1CCCC1.[OH-].[Na+].Cl. (7) Given the product [N:16]1([C:9]([O:11][C:12]([CH3:13])([CH3:14])[CH3:15])=[O:10])[CH2:26][CH2:25][CH:19]([C:20]([O:22][CH2:23][CH3:24])=[O:21])[CH2:18][CH2:17]1, predict the reactants needed to synthesize it. The reactants are: [C:9](O[C:9]([O:11][C:12]([CH3:15])([CH3:14])[CH3:13])=[O:10])([O:11][C:12]([CH3:15])([CH3:14])[CH3:13])=[O:10].[NH:16]1[CH2:26][CH2:25][CH:19]([C:20]([O:22][CH2:23][CH3:24])=[O:21])[CH2:18][CH2:17]1.